Dataset: Reaction yield outcomes from USPTO patents with 853,638 reactions. Task: Predict the reaction yield, written as a fraction of the theoretical maximum amount of product (1.0 means a 100% yield; for example, 0.34 means a 34% yield). (1) The reactants are [SH:1][CH2:2][CH2:3][C:4]1[CH:14]=[CH:13][C:7]([C:8]([O:10][CH2:11][CH3:12])=[O:9])=[CH:6][CH:5]=1.[BH4-].I[C:17]1[CH:18]=[C:19]2[C:23](=[CH:24][CH:25]=1)[N:22]([CH2:26][CH2:27][CH2:28][CH2:29][CH3:30])[C:21](=[O:31])[C:20]2([O:34][CH3:35])[O:32][CH3:33]. The catalyst is O1CCCC1.C(O)C. The product is [CH3:33][O:32][C:20]1([O:34][CH3:35])[C:19]2[C:23](=[CH:24][CH:25]=[C:17]([S:1][CH2:2][CH2:3][C:4]3[CH:14]=[CH:13][C:7]([C:8]([O:10][CH2:11][CH3:12])=[O:9])=[CH:6][CH:5]=3)[CH:18]=2)[N:22]([CH2:26][CH2:27][CH2:28][CH2:29][CH3:30])[C:21]1=[O:31]. The yield is 0.830. (2) The reactants are [Br:1][C:2]1[CH:3]=[C:4]([N:8]2[C:16]3[CH2:15][CH2:14][CH2:13][C:12](=[O:17])[C:11]=3[C:10]([C:18]([O:20][CH2:21][CH3:22])=[O:19])=[N:9]2)[CH:5]=[CH:6][CH:7]=1.[BH4-].[Na+]. No catalyst specified. The product is [Br:1][C:2]1[CH:3]=[C:4]([N:8]2[C:16]3[CH2:15][CH2:14][CH2:13][CH:12]([OH:17])[C:11]=3[C:10]([C:18]([O:20][CH2:21][CH3:22])=[O:19])=[N:9]2)[CH:5]=[CH:6][CH:7]=1. The yield is 0.500. (3) The reactants are [CH3:1][O:2][C:3]1[CH:4]=[C:5]2[C:10](=[CH:11][C:12]=1[O:13][CH3:14])[N:9]=[CH:8][N:7]=[C:6]2[N:15]1[CH2:20][CH2:19][NH:18][CH2:17][CH2:16]1.[C:21]1([N:27]=[C:28]=[O:29])[CH:26]=[CH:25][CH:24]=[CH:23][CH:22]=1. The catalyst is C(O)C. The product is [CH3:1][O:2][C:3]1[CH:4]=[C:5]2[C:10](=[CH:11][C:12]=1[O:13][CH3:14])[N:9]=[CH:8][N:7]=[C:6]2[N:15]1[CH2:16][CH2:17][N:18]([C:28]([NH:27][C:21]2[CH:26]=[CH:25][CH:24]=[CH:23][CH:22]=2)=[O:29])[CH2:19][CH2:20]1. The yield is 0.440. (4) The reactants are [NH:1]([C:8]1[N:17]=[CH:16][C:15]2[CH2:14][CH2:13][C:12]3[C:18]([C:22]([O:24]CC)=[O:23])=[N:19][N:20]([CH3:21])[C:11]=3[C:10]=2[N:9]=1)[C:2]1[CH:7]=[CH:6][CH:5]=[CH:4][CH:3]=1.O.[OH-].[Li+].Cl.O. The catalyst is O1CCCC1.CO.O. The product is [NH:1]([C:8]1[N:17]=[CH:16][C:15]2[CH2:14][CH2:13][C:12]3[C:18]([C:22]([OH:24])=[O:23])=[N:19][N:20]([CH3:21])[C:11]=3[C:10]=2[N:9]=1)[C:2]1[CH:3]=[CH:4][CH:5]=[CH:6][CH:7]=1. The yield is 0.870. (5) The reactants are CC1(C)C(C)(C)OB([C:9]2[CH:14]=[CH:13][C:12]([C:15]34[CH2:22][CH2:21][C:18]([CH2:23][C:24]([O:26][CH3:27])=[O:25])([CH2:19][CH2:20]3)[O:17][CH2:16]4)=[CH:11][CH:10]=2)O1.Br[C:30]1[CH:31]=[N:32][C:33]([NH2:36])=[N:34][CH:35]=1.[O-]P([O-])([O-])=O.[K+].[K+].[K+]. The catalyst is C1C=CC(P(C2C=CC=CC=2)[C-]2C=CC=C2)=CC=1.C1C=CC(P(C2C=CC=CC=2)[C-]2C=CC=C2)=CC=1.Cl[Pd]Cl.[Fe+2].C(Cl)Cl.C(COC)OC. The product is [NH2:36][C:33]1[N:34]=[CH:35][C:30]([C:9]2[CH:10]=[CH:11][C:12]([C:15]34[CH2:22][CH2:21][C:18]([CH2:23][C:24]([O:26][CH3:27])=[O:25])([CH2:19][CH2:20]3)[O:17][CH2:16]4)=[CH:13][CH:14]=2)=[CH:31][N:32]=1. The yield is 0.840. (6) The reactants are [CH3:1][N:2]([CH3:28])[C:3]1[NH:4][C:5](=[O:27])[C:6]([CH2:12][C:13]2[CH:18]=[CH:17][C:16]([C:19]3[C:20]([C:25]#[N:26])=[CH:21][CH:22]=[CH:23][CH:24]=3)=[CH:15][CH:14]=2)=[C:7]([CH2:9][CH2:10][CH3:11])[N:8]=1.[CH3:29][C:30]1([CH3:42])[CH2:34][C:33]2[CH:35]=[C:36](B(O)O)[CH:37]=[CH:38][C:32]=2[O:31]1.C(N(CC)CC)C.N1C=CC=CC=1. The catalyst is ClCCl.C(OCC)(=O)C.C([O-])(=O)C.[Cu+2].C([O-])(=O)C. The product is [CH3:28][N:2]([CH3:1])[C:3]1[N:4]([C:36]2[CH:37]=[CH:38][C:32]3[O:31][C:30]([CH3:29])([CH3:42])[CH2:34][C:33]=3[CH:35]=2)[C:5](=[O:27])[C:6]([CH2:12][C:13]2[CH:18]=[CH:17][C:16]([C:19]3[C:20]([C:25]#[N:26])=[CH:21][CH:22]=[CH:23][CH:24]=3)=[CH:15][CH:14]=2)=[C:7]([CH2:9][CH2:10][CH3:11])[N:8]=1. The yield is 0.110.